From a dataset of Reaction yield outcomes from USPTO patents with 853,638 reactions. Predict the reaction yield, written as a fraction of the theoretical maximum amount of product (1.0 means a 100% yield; for example, 0.34 means a 34% yield). (1) The reactants are C(OC([N:6]1[CH:10]=[C:9]([C:11]2[C:12]3[CH:19]=[CH:18][N:17]([CH2:20][O:21][CH2:22][CH2:23][Si:24]([CH3:27])([CH3:26])[CH3:25])[C:13]=3[N:14]=[CH:15][N:16]=2)[CH:8]=[N:7]1)C)C.Cl.[OH-].[Na+]. The catalyst is C1COCC1.O. The product is [NH:6]1[CH:10]=[C:9]([C:11]2[C:12]3[CH:19]=[CH:18][N:17]([CH2:20][O:21][CH2:22][CH2:23][Si:24]([CH3:27])([CH3:26])[CH3:25])[C:13]=3[N:14]=[CH:15][N:16]=2)[CH:8]=[N:7]1. The yield is 0.739. (2) The reactants are [C:1]([C:3]1[N:8]=[CH:7][C:6]([CH2:9][CH2:10][C:11]2[CH:20]=[C:19]3[C:14]([C:15]([C:25]4[CH:30]=[CH:29][C:28]([O:31][CH3:32])=[CH:27][C:26]=4[F:33])=[CH:16][C:17]([C:21]([O:23]C)=O)=[N:18]3)=[CH:13][CH:12]=2)=[CH:5][CH:4]=1)#[N:2].[NH3:34].CO. The catalyst is CO. The product is [C:1]([C:3]1[N:8]=[CH:7][C:6]([CH2:9][CH2:10][C:11]2[CH:20]=[C:19]3[C:14]([C:15]([C:25]4[CH:30]=[CH:29][C:28]([O:31][CH3:32])=[CH:27][C:26]=4[F:33])=[CH:16][C:17]([C:21]([NH2:34])=[O:23])=[N:18]3)=[CH:13][CH:12]=2)=[CH:5][CH:4]=1)#[N:2]. The yield is 0.679. (3) The reactants are C([O:3][C:4]([CH:6]1[C:18]2[C:17]3[C:12](=[CH:13][CH:14]=[CH:15][CH:16]=3)[N:11]([CH2:19][CH2:20][O:21][CH2:22][C:23]3[CH:28]=[CH:27][CH:26]=[CH:25][CH:24]=3)[C:10]=2[CH2:9][CH2:8][CH2:7]1)=[O:5])C.[OH-].[Na+]. The catalyst is C(O)C.O. The product is [CH2:22]([O:21][CH2:20][CH2:19][N:11]1[C:10]2[CH2:9][CH2:8][CH2:7][CH:6]([C:4]([OH:5])=[O:3])[C:18]=2[C:17]2[C:12]1=[CH:13][CH:14]=[CH:15][CH:16]=2)[C:23]1[CH:28]=[CH:27][CH:26]=[CH:25][CH:24]=1. The yield is 0.920. (4) The reactants are [CH3:1][O:2][C:3](=[O:25])[CH2:4][C:5]1[C:14]([CH3:15])=[C:13](OS(C(F)(F)F)(=O)=O)[C:12]2[C:7](=[CH:8][CH:9]=[C:10]([Cl:24])[CH:11]=2)[CH:6]=1.C1(P(C2C=CC=CC=2)C2C=CC=CC=2)C=CC=CC=1.[C:45](=[N:48][S:49]([C:52]1[CH:57]=[CH:56][C:55](B(O)O)=[CH:54][CH:53]=1)(=[O:51])=[O:50])([CH3:47])[CH3:46].C(=O)([O-])[O-].[Na+].[Na+]. The catalyst is C(COC)OC.C([O-])(=O)C.[Pd+2].C([O-])(=O)C.O. The product is [CH3:1][O:2][C:3](=[O:25])[CH2:4][C:5]1[C:14]([CH3:15])=[C:13]([C:55]2[CH:54]=[CH:53][C:52]([S:49](=[O:50])(=[O:51])[NH:48][CH:45]([CH3:47])[CH3:46])=[CH:57][CH:56]=2)[C:12]2[C:7](=[CH:8][CH:9]=[C:10]([Cl:24])[CH:11]=2)[CH:6]=1. The yield is 0.130.